Dataset: NCI-60 drug combinations with 297,098 pairs across 59 cell lines. Task: Regression. Given two drug SMILES strings and cell line genomic features, predict the synergy score measuring deviation from expected non-interaction effect. (1) Drug 1: COC1=NC(=NC2=C1N=CN2C3C(C(C(O3)CO)O)O)N. Drug 2: CCN(CC)CCCC(C)NC1=C2C=C(C=CC2=NC3=C1C=CC(=C3)Cl)OC. Cell line: MDA-MB-231. Synergy scores: CSS=5.06, Synergy_ZIP=-7.32, Synergy_Bliss=-2.13, Synergy_Loewe=-13.3, Synergy_HSA=-0.917. (2) Drug 1: CC1CCC2CC(C(=CC=CC=CC(CC(C(=O)C(C(C(=CC(C(=O)CC(OC(=O)C3CCCCN3C(=O)C(=O)C1(O2)O)C(C)CC4CCC(C(C4)OC)O)C)C)O)OC)C)C)C)OC. Drug 2: CCN(CC)CCNC(=O)C1=C(NC(=C1C)C=C2C3=C(C=CC(=C3)F)NC2=O)C. Cell line: NCI/ADR-RES. Synergy scores: CSS=1.58, Synergy_ZIP=0.738, Synergy_Bliss=-0.419, Synergy_Loewe=-2.07, Synergy_HSA=-3.29. (3) Drug 1: CC1=C2C(C(=O)C3(C(CC4C(C3C(C(C2(C)C)(CC1OC(=O)C(C(C5=CC=CC=C5)NC(=O)OC(C)(C)C)O)O)OC(=O)C6=CC=CC=C6)(CO4)OC(=O)C)O)C)O. Drug 2: C1C(C(OC1N2C=NC3=C2NC=NCC3O)CO)O. Cell line: OVCAR-4. Synergy scores: CSS=4.46, Synergy_ZIP=-2.92, Synergy_Bliss=-3.83, Synergy_Loewe=-14.5, Synergy_HSA=-5.35. (4) Drug 1: CN(CC1=CN=C2C(=N1)C(=NC(=N2)N)N)C3=CC=C(C=C3)C(=O)NC(CCC(=O)O)C(=O)O. Drug 2: CC1C(C(CC(O1)OC2CC(CC3=C2C(=C4C(=C3O)C(=O)C5=CC=CC=C5C4=O)O)(C(=O)C)O)N)O. Cell line: NCIH23. Synergy scores: CSS=35.7, Synergy_ZIP=-7.62, Synergy_Bliss=-11.5, Synergy_Loewe=-17.3, Synergy_HSA=-6.69. (5) Drug 1: CC1=CC2C(CCC3(C2CCC3(C(=O)C)OC(=O)C)C)C4(C1=CC(=O)CC4)C. Drug 2: CN1C2=C(C=C(C=C2)N(CCCl)CCCl)N=C1CCCC(=O)O.Cl. Cell line: A498. Synergy scores: CSS=5.10, Synergy_ZIP=-0.118, Synergy_Bliss=1.44, Synergy_Loewe=0.528, Synergy_HSA=1.26. (6) Drug 1: C1CC(=O)NC(=O)C1N2CC3=C(C2=O)C=CC=C3N. Drug 2: CC1=C(C=C(C=C1)NC(=O)C2=CC=C(C=C2)CN3CCN(CC3)C)NC4=NC=CC(=N4)C5=CN=CC=C5. Cell line: SF-295. Synergy scores: CSS=3.67, Synergy_ZIP=8.80, Synergy_Bliss=2.70, Synergy_Loewe=1.14, Synergy_HSA=1.36. (7) Drug 1: CN(C(=O)NC(C=O)C(C(C(CO)O)O)O)N=O. Drug 2: CC12CCC3C(C1CCC2OP(=O)(O)O)CCC4=C3C=CC(=C4)OC(=O)N(CCCl)CCCl.[Na+]. Cell line: MOLT-4. Synergy scores: CSS=-2.80, Synergy_ZIP=0.756, Synergy_Bliss=-1.63, Synergy_Loewe=-1.01, Synergy_HSA=-3.25. (8) Drug 1: CS(=O)(=O)C1=CC(=C(C=C1)C(=O)NC2=CC(=C(C=C2)Cl)C3=CC=CC=N3)Cl. Drug 2: C1=CC(=CC=C1C#N)C(C2=CC=C(C=C2)C#N)N3C=NC=N3. Cell line: U251. Synergy scores: CSS=4.67, Synergy_ZIP=-1.64, Synergy_Bliss=0.287, Synergy_Loewe=0.709, Synergy_HSA=0.173.